This data is from Forward reaction prediction with 1.9M reactions from USPTO patents (1976-2016). The task is: Predict the product of the given reaction. (1) Given the reactants [H-].[Na+].[CH:3]([C:6]1([OH:10])[CH2:9][O:8][CH2:7]1)([CH3:5])[CH3:4].[N:11]1[CH:16]=[CH:15][CH:14]=[CH:13][C:12]=1[O:17][C:18](=O)[O:19]C1C=CC=CN=1, predict the reaction product. The product is: [C:18](=[O:19])([O:17][C:12]1[CH:13]=[CH:14][CH:15]=[CH:16][N:11]=1)[O:10][C:6]1([CH:3]([CH3:5])[CH3:4])[CH2:9][O:8][CH2:7]1. (2) Given the reactants [CH3:1][C:2]1([CH3:14])[C:6]([CH3:8])([CH3:7])[O:5][B:4]([C:9]2[CH:10]=[N:11][NH:12][CH:13]=2)[O:3]1.C(=O)([O-])[O-].[Cs+].[Cs+].Cl[CH2:22][O:23][CH2:24][CH2:25]OC, predict the reaction product. The product is: [CH3:22][O:23][CH2:24][CH2:25][N:12]1[CH:13]=[C:9]([B:4]2[O:5][C:6]([CH3:7])([CH3:8])[C:2]([CH3:14])([CH3:1])[O:3]2)[CH:10]=[N:11]1. (3) The product is: [CH:1]1([CH2:4][CH2:5][NH:6][C:7]([C:9]2[N:10]=[N:11][C:12]([N:45]3[CH2:46][CH2:47][CH:42]([N:35]4[C:36]5[C:41](=[CH:40][CH:39]=[CH:38][CH:37]=5)[C:33]([F:32])([F:49])[C:34]4=[O:48])[CH2:43][CH2:44]3)=[CH:13][CH:14]=2)=[O:8])[CH2:3][CH2:2]1. Given the reactants [CH:1]1([CH2:4][CH2:5][NH:6][C:7]([C:9]2[N:10]=[N:11][C:12](Cl)=[CH:13][CH:14]=2)=[O:8])[CH2:3][CH2:2]1.C1(C(C)CNC(C2N=NC(Cl)=CC=2)=O)CC1.[F:32][C:33]1([F:49])[C:41]2[C:36](=[CH:37][CH:38]=[CH:39][CH:40]=2)[N:35]([CH:42]2[CH2:47][CH2:46][NH:45][CH2:44][CH2:43]2)[C:34]1=[O:48], predict the reaction product. (4) Given the reactants [CH3:1][C@H:2]([CH:6]=[CH2:7])[C:3](O)=[O:4].[C:8]([O:12][C:13](=[O:32])[NH:14][C@H:15]([C:19]1[CH:20]=[C:21]([C:25]2[CH:30]=[CH:29][N:28]=[CH:27][C:26]=2[NH2:31])[CH:22]=[N:23][CH:24]=1)[CH2:16][CH:17]=[CH2:18])([CH3:11])([CH3:10])[CH3:9].N1C=CC=CC=1.C(P1(=O)OP(CCC)(=O)OP(CCC)(=O)O1)CC, predict the reaction product. The product is: [C:8]([O:12][C:13](=[O:32])[NH:14][C@H:15]([C:19]1[CH:20]=[C:21]([C:25]2[CH:30]=[CH:29][N:28]=[CH:27][C:26]=2[NH:31][C:3](=[O:4])[C@H:2]([CH3:1])[CH:6]=[CH2:7])[CH:22]=[N:23][CH:24]=1)[CH2:16][CH:17]=[CH2:18])([CH3:9])([CH3:10])[CH3:11]. (5) Given the reactants [Br:1][C:2]1[CH:9]=[CH:8][C:5]([C:6]#[N:7])=[C:4]([OH:10])[CH:3]=1.Br[CH:12]1[CH2:14][CH2:13]1.C([O-])([O-])=O.[Cs+].[Cs+], predict the reaction product. The product is: [Br:1][C:2]1[CH:9]=[CH:8][C:5]([C:6]#[N:7])=[C:4]([O:10][CH:12]2[CH2:14][CH2:13]2)[CH:3]=1.